Dataset: Full USPTO retrosynthesis dataset with 1.9M reactions from patents (1976-2016). Task: Predict the reactants needed to synthesize the given product. Given the product [N:38]1([CH2:37][C:36]([O:35][CH2:34][O:33][C:31](=[O:32])[N:30]([C:23]2[CH:24]=[C:25]([F:29])[CH:26]=[C:27]3[C:22]=2[NH:21][C:20]2[N:19]=[C:18]([O:53][C:54]4[CH:55]=[N:56][C:57]([CH3:60])=[N:58][CH:59]=4)[N:17]=[C:16]([N:12]4[CH2:11][C@H:10]5[CH2:15][C@@H:13]4[CH2:14][C@H:9]5[NH2:8])[C:28]3=2)[CH3:52])=[O:51])[CH2:39][CH2:40][NH:41][CH2:42][CH2:43]1, predict the reactants needed to synthesize it. The reactants are: C(OC([NH:8][C@@H:9]1[CH2:14][C@H:13]2[CH2:15][C@@H:10]1[CH2:11][N:12]2[C:16]1[C:28]2[C:27]3[C:22](=[C:23]([N:30]([CH3:52])[C:31]([O:33][CH2:34][O:35][C:36](=[O:51])[CH2:37][N:38]4[CH2:43][CH2:42][N:41](C(OC(C)(C)C)=O)[CH2:40][CH2:39]4)=[O:32])[CH:24]=[C:25]([F:29])[CH:26]=3)[NH:21][C:20]=2[N:19]=[C:18]([O:53][C:54]2[CH:55]=[N:56][C:57]([CH3:60])=[N:58][CH:59]=2)[N:17]=1)=O)(C)(C)C.